Dataset: Catalyst prediction with 721,799 reactions and 888 catalyst types from USPTO. Task: Predict which catalyst facilitates the given reaction. Reactant: [H-].[Na+].I[CH:4]([CH3:6])[CH3:5].[N+:7]([C:10]1[CH:11]=[N:12][CH:13]=[CH:14][C:15]=1[N:16]1[CH2:21][CH2:20][N:19]2[CH2:22][CH2:23][NH:24][C:25](=[O:26])[CH:18]2[CH2:17]1)([O-:9])=[O:8]. Product: [CH:4]([N:24]1[CH2:23][CH2:22][N:19]2[CH2:20][CH2:21][N:16]([C:15]3[CH:14]=[CH:13][N:12]=[CH:11][C:10]=3[N+:7]([O-:9])=[O:8])[CH2:17][CH:18]2[C:25]1=[O:26])([CH3:6])[CH3:5]. The catalyst class is: 1.